Dataset: Forward reaction prediction with 1.9M reactions from USPTO patents (1976-2016). Task: Predict the product of the given reaction. (1) The product is: [F:14][C:15]([F:24])([F:23])[C:16]1[CH:21]=[CH:20][CH:19]=[CH:18][C:17]=1[O:1][C@@H:2]1[CH2:6][CH2:5][N:4]([C:7]([O:9][C:10]([CH3:13])([CH3:12])[CH3:11])=[O:8])[CH2:3]1. Given the reactants [OH:1][C@@H:2]1[CH2:6][CH2:5][N:4]([C:7]([O:9][C:10]([CH3:13])([CH3:12])[CH3:11])=[O:8])[CH2:3]1.[F:14][C:15]([F:24])([F:23])[C:16]1[CH:21]=[CH:20][CH:19]=[CH:18][C:17]=1O.C1(P(C2C=CC=CC=2)C2C=CC=CC=2)C=CC=CC=1.CCOC(/N=N/C(OCC)=O)=O, predict the reaction product. (2) Given the reactants [NH:1]1[CH2:6][CH2:5][CH:4]([NH:7][C:8]([C:10]2[C:18]3[C:13](=[CH:14][CH:15]=[CH:16][CH:17]=3)[NH:12][N:11]=2)=[O:9])[CH2:3][CH2:2]1.[C:19](OC(=O)C)(=[O:21])[CH3:20].CO.C(Cl)Cl, predict the reaction product. The product is: [C:19]([N:1]1[CH2:6][CH2:5][CH:4]([NH:7][C:8]([C:10]2[C:18]3[C:13](=[CH:14][CH:15]=[CH:16][CH:17]=3)[NH:12][N:11]=2)=[O:9])[CH2:3][CH2:2]1)(=[O:21])[CH3:20]. (3) Given the reactants [C:1]([O:5][C:6]([N:8]1[CH2:36][CH2:35][C:11]2([C:15](=[O:16])[N:14]([C:17]3[CH:22]=[CH:21][C:20]([CH:23]4[CH2:28][CH2:27][CH:26](OS(C)(=O)=O)[CH2:25][CH2:24]4)=[CH:19][C:18]=3[F:34])[CH2:13][CH2:12]2)[CH2:10][CH2:9]1)=[O:7])([CH3:4])([CH3:3])[CH3:2].[CH3:37][C@@H:38]1[CH2:42][CH2:41][CH2:40][NH:39]1, predict the reaction product. The product is: [C:1]([O:5][C:6]([N:8]1[CH2:9][CH2:10][C:11]2([C:15](=[O:16])[N:14]([C:17]3[CH:22]=[CH:21][C:20]([CH:23]4[CH2:28][CH2:27][CH:26]([N:39]5[CH2:40][CH2:41][CH2:42][C@H:38]5[CH3:37])[CH2:25][CH2:24]4)=[CH:19][C:18]=3[F:34])[CH2:13][CH2:12]2)[CH2:35][CH2:36]1)=[O:7])([CH3:4])([CH3:2])[CH3:3]. (4) Given the reactants [Si]([O:8][CH2:9][C:10]([CH3:16])([CH3:15])[C:11]([O:13]C)=O)(C(C)(C)C)(C)C.[H-].[Na+].[C:19](#[N:21])[CH3:20], predict the reaction product. The product is: [OH:8][CH2:9][C:10]([CH3:15])([CH3:16])[C:11](=[O:13])[CH2:20][C:19]#[N:21]. (5) Given the reactants [CH3:1][C:2]1([CH3:19])[C:11]2[CH2:10][O:9][CH:8]=[CH:7][C:6]3=[CH:12][CH:13]([CH2:15][N+:16]([O-])=O)[O:14][B:4]([C:5]=23)[O:3]1.[C:20]([OH:23])(=[O:22])[CH3:21], predict the reaction product. The product is: [C:20]([OH:23])(=[O:22])[CH3:21].[CH3:1][C:2]1([CH3:19])[C:11]2[CH2:10][O:9][CH:8]=[CH:7][C:6]3=[CH:12][CH:13]([CH2:15][NH2:16])[O:14][B:4]([C:5]=23)[O:3]1.